Dataset: Forward reaction prediction with 1.9M reactions from USPTO patents (1976-2016). Task: Predict the product of the given reaction. (1) Given the reactants Br[C:2]1[CH:3]=[C:4]([O:8][CH2:9][CH3:10])[CH:5]=[CH:6][CH:7]=1.C1(C)C=CC=CC=1.C(=O)([O-])[O-].[Na+].[Na+].[OH:24][CH2:25][C:26]1[CH:31]=[CH:30][C:29](B(O)O)=[CH:28][CH:27]=1, predict the reaction product. The product is: [CH2:9]([O:8][C:4]1[CH:3]=[C:2]([C:29]2[CH:30]=[CH:31][C:26]([CH2:25][OH:24])=[CH:27][CH:28]=2)[CH:7]=[CH:6][CH:5]=1)[CH3:10]. (2) Given the reactants C(OC(N1CCC(C([O:20][C:21]2[CH:43]=[CH:42][C:24]3[C:25]4[N:29]([CH2:30][CH2:31][O:32][C:23]=3[CH:22]=2)[CH:28]=[C:27]([C:33]2[N:34]([CH:39]([CH3:41])[CH3:40])[N:35]=[C:36]([CH3:38])[N:37]=2)[N:26]=4)CC)CC1)=O)C1C=CC=CC=1.C([O-])([O-])=O.[Cs+].[Cs+].[CH2:50]([O:52][C:53](=[O:64])[CH:54](Br)[CH2:55][CH:56]([CH3:62])[C:57]([O:59][CH2:60][CH3:61])=[O:58])[CH3:51], predict the reaction product. The product is: [CH2:50]([O:52][C:53](=[O:64])[CH:54]([O:20][C:21]1[CH:43]=[CH:42][C:24]2[C:25]3[N:29]([CH2:30][CH2:31][O:32][C:23]=2[CH:22]=1)[CH:28]=[C:27]([C:33]1[N:34]([CH:39]([CH3:41])[CH3:40])[N:35]=[C:36]([CH3:38])[N:37]=1)[N:26]=3)[CH2:55][CH:56]([CH3:62])[C:57]([O:59][CH2:60][CH3:61])=[O:58])[CH3:51]. (3) Given the reactants [NH2:1][C:2]1[N:7]=[C:6]([NH2:8])[C:5](I)=[C:4]([CH3:10])[N:3]=1.[CH3:11][O:12][C:13]1[CH:14]=[C:15]([CH:23]([OH:26])[C:24]#[CH:25])[CH:16]=[C:17]([O:21][CH3:22])[C:18]=1[O:19][CH3:20], predict the reaction product. The product is: [NH2:1][C:2]1[N:7]=[C:6]([NH2:8])[C:5]([C:25]#[C:24][CH:23]([C:15]2[CH:16]=[C:17]([O:21][CH3:22])[C:18]([O:19][CH3:20])=[C:13]([O:12][CH3:11])[CH:14]=2)[OH:26])=[C:4]([CH3:10])[N:3]=1. (4) Given the reactants [Cl:1][C:2]1[CH:17]=[C:16]([O:18][CH2:19][CH:20]=[C:21]([Cl:23])[Cl:22])[CH:15]=[C:14]([Cl:24])[C:3]=1[O:4][CH2:5][CH2:6][CH2:7][CH2:8][CH2:9][O:10][CH2:11][CH:12]=O.Cl.[C:26]([O:30][NH2:31])([CH3:29])([CH3:28])[CH3:27].Cl, predict the reaction product. The product is: [C:26]([O:30][N:31]=[CH:12][CH2:11][O:10][CH2:9][CH2:8][CH2:7][CH2:6][CH2:5][O:4][C:3]1[C:14]([Cl:24])=[CH:15][C:16]([O:18][CH2:19][CH:20]=[C:21]([Cl:22])[Cl:23])=[CH:17][C:2]=1[Cl:1])([CH3:29])([CH3:28])[CH3:27].